This data is from Forward reaction prediction with 1.9M reactions from USPTO patents (1976-2016). The task is: Predict the product of the given reaction. (1) Given the reactants Cl[C:2]1[C:3]2[N:10]=[CH:9][S:8][C:4]=2[N:5]=[CH:6][N:7]=1.[NH2:11][CH2:12][CH2:13][C:14]1[CH:28]=[CH:27][C:17]([O:18][C:19]2[CH:20]=[C:21]([CH:24]=[CH:25][N:26]=2)[C:22]#[N:23])=[CH:16][CH:15]=1.CCN(CC)CC.Cl, predict the reaction product. The product is: [N:10]1[C:3]2[C:2]([NH:11][CH2:12][CH2:13][C:14]3[CH:28]=[CH:27][C:17]([O:18][C:19]4[CH:20]=[C:21]([CH:24]=[CH:25][N:26]=4)[C:22]#[N:23])=[CH:16][CH:15]=3)=[N:7][CH:6]=[N:5][C:4]=2[S:8][CH:9]=1. (2) Given the reactants C[O:2][C:3]([C:5]1[S:6][C:7]([C:30]2[CH2:35][CH2:34][C:33]([CH3:37])([CH3:36])[CH2:32][CH:31]=2)=[CH:8][C:9]=1[N:10]([C@H:20]1[CH2:25][CH2:24][C@H:23]([O:26][CH2:27][O:28][CH3:29])[CH2:22][CH2:21]1)[C:11]([C@H:13]1[CH2:18][CH2:17][C@H:16]([CH3:19])[CH2:15][CH2:14]1)=[O:12])=[O:4].O.O[Li].O.Cl, predict the reaction product. The product is: [CH3:37][C:33]1([CH3:36])[CH2:34][CH2:35][C:30]([C:7]2[S:6][C:5]([C:3]([OH:4])=[O:2])=[C:9]([N:10]([C@H:20]3[CH2:25][CH2:24][C@H:23]([O:26][CH2:27][O:28][CH3:29])[CH2:22][CH2:21]3)[C:11]([C@H:13]3[CH2:14][CH2:15][C@H:16]([CH3:19])[CH2:17][CH2:18]3)=[O:12])[CH:8]=2)=[CH:31][CH2:32]1. (3) Given the reactants C(=O)([O:5][C:6]1[CH:11]=[CH:10][C:9]([S:12]([N:15]2[C@H:28]([CH3:29])[C:27]3[C:22](=[CH:23][CH:24]=[C:25]([F:30])[CH:26]=3)[C:21]3[CH:20]=[CH:19][CH:18]=[CH:17][C:16]2=3)(=[O:14])=[O:13])=[CH:8][CH:7]=1)OCC.[OH-].[Na+], predict the reaction product. The product is: [F:30][C:25]1[CH:26]=[C:27]2[C:22](=[CH:23][CH:24]=1)[C:21]1[CH:20]=[CH:19][CH:18]=[CH:17][C:16]=1[N:15]([S:12]([C:9]1[CH:8]=[CH:7][C:6]([OH:5])=[CH:11][CH:10]=1)(=[O:14])=[O:13])[C@@H:28]2[CH3:29]. (4) Given the reactants [C@H:1]12[CH2:6][C@H:5]1[CH2:4][NH:3][C@@H:2]2[CH2:7][NH:8][C:9](=[O:14])[C:10]([F:13])([F:12])[F:11].[C:15]1([CH3:29])[CH:20]=[CH:19][CH:18]=[C:17]([C:21]2[S:22][CH:23]=[CH:24][C:25]=2[C:26](O)=[O:27])[CH:16]=1, predict the reaction product. The product is: [F:13][C:10]([F:12])([F:11])[C:9]([NH:8][CH2:7][C@H:2]1[N:3]([C:26]([C:25]2[CH:24]=[CH:23][S:22][C:21]=2[C:17]2[CH:16]=[C:15]([CH3:29])[CH:20]=[CH:19][CH:18]=2)=[O:27])[CH2:4][C@H:5]2[C@@H:1]1[CH2:6]2)=[O:14]. (5) Given the reactants Br[C:2]1[CH:3]=[CH:4][C:5]2[N:10]([C:11](=[O:13])[CH3:12])[C@@H:9]([CH3:14])[CH2:8][N:7]([C:15]([CH:17]3[CH2:19][CH2:18]3)=[O:16])[C:6]=2[N:20]=1.BrC1C=CC2N(C(=O)C)[C@@H](C)CNC=2N=1.C1(C(Cl)=O)CC1.BrC1C=C2C(=CC=1)N(C(=O)C)[C@@H](C)CN2C(C1CC1)=O.[C:62]1([OH:68])[CH:67]=[CH:66][CH:65]=[CH:64][CH:63]=1.C(=O)([O-])[O-].[Cs+].[Cs+], predict the reaction product. The product is: [CH:17]1([C:15]([N:7]2[CH2:8][C@H:9]([CH3:14])[N:10]([C:11](=[O:13])[CH3:12])[C:5]3[CH:4]=[CH:3][C:2]([O:68][C:62]4[CH:67]=[CH:66][CH:65]=[CH:64][CH:63]=4)=[N:20][C:6]2=3)=[O:16])[CH2:19][CH2:18]1. (6) Given the reactants [CH:1]([C:4]1[CH:5]=[CH:6][C:7]2[C:12]([NH:13][C:14]3[CH:15]=[C:16]([CH:20]=[CH:21][C:22]=3[S:23][C:24]3[CH:29]=[CH:28][C:27]([O:30][CH3:31])=[CH:26][CH:25]=3)[C:17](Cl)=[O:18])=[N:11][CH:10]=[N:9][C:8]=2[N:32]=1)([CH3:3])[CH3:2].[NH2:33][C:34]1[C:35]([CH3:40])=[CH:36][CH:37]=[CH:38][CH:39]=1.NC1C=C(O)C(C)=CC=1, predict the reaction product. The product is: [CH:1]([C:4]1[CH:5]=[CH:6][C:7]2[C:12]([NH:13][C:14]3[CH:15]=[C:16]([CH:20]=[CH:21][C:22]=3[S:23][C:24]3[CH:29]=[CH:28][C:27]([O:30][CH3:31])=[CH:26][CH:25]=3)[C:17]([NH:33][C:34]3[CH:39]=[CH:38][CH:37]=[CH:36][C:35]=3[CH3:40])=[O:18])=[N:11][CH:10]=[N:9][C:8]=2[N:32]=1)([CH3:3])[CH3:2]. (7) The product is: [Cl:1][C:2]1[S:6][C:5]([C:7]2[N:11]([C:12]3[CH:17]=[CH:16][C:15]([Cl:18])=[CH:14][C:13]=3[Cl:19])[N:10]=[C:9]([C:20](=[O:21])[CH2:30][C:29]([N:28]([CH2:24][CH:25]([CH3:27])[CH3:26])[CH2:32][CH:33]([CH3:35])[CH3:34])=[O:31])[C:8]=2[CH3:23])=[CH:4][CH:3]=1. Given the reactants [Cl:1][C:2]1[S:6][C:5]([C:7]2[N:11]([C:12]3[CH:17]=[CH:16][C:15]([Cl:18])=[CH:14][C:13]=3[Cl:19])[N:10]=[C:9]([C:20](Cl)=[O:21])[C:8]=2[CH3:23])=[CH:4][CH:3]=1.[CH2:24]([N:28]([CH2:32][CH:33]([CH3:35])[CH3:34])[C:29](=[O:31])[CH3:30])[CH:25]([CH3:27])[CH3:26].C[Si]([N-][Si](C)(C)C)(C)C.[Li+], predict the reaction product.